Dataset: Full USPTO retrosynthesis dataset with 1.9M reactions from patents (1976-2016). Task: Predict the reactants needed to synthesize the given product. (1) Given the product [NH2:1][CH2:4][CH2:5][O:6][CH:7]([C:21]1[CH:26]=[CH:25][CH:24]=[C:23]([Cl:27])[C:22]=1[F:28])[C@@H:8]1[CH2:13][CH2:12][CH2:11][N:10]([C:14]([O:16][C:17]([CH3:20])([CH3:19])[CH3:18])=[O:15])[CH2:9]1, predict the reactants needed to synthesize it. The reactants are: [N:1]([CH2:4][CH2:5][O:6][CH:7]([C:21]1[CH:26]=[CH:25][CH:24]=[C:23]([Cl:27])[C:22]=1[F:28])[C@@H:8]1[CH2:13][CH2:12][CH2:11][N:10]([C:14]([O:16][C:17]([CH3:20])([CH3:19])[CH3:18])=[O:15])[CH2:9]1)=[N+]=[N-]. (2) Given the product [F:1][C:2]1[CH:7]=[C:6]([F:8])[CH:5]=[CH:4][C:3]=1[CH2:9][CH2:10][C:11]1[S:36][C:23]([C:21]2[CH:20]=[CH:19][C:18]3[NH:14][CH:15]=[N:16][C:17]=3[CH:22]=2)=[N:25][N:26]=1, predict the reactants needed to synthesize it. The reactants are: [F:1][C:2]1[CH:7]=[C:6]([F:8])[CH:5]=[CH:4][C:3]=1[CH2:9][CH2:10][C:11](O)=O.[N:14]1[C:18]2[CH:19]=[CH:20][C:21]([C:23]([NH:25][NH2:26])=O)=[CH:22][C:17]=2[NH:16][CH:15]=1.COC1C=CC(P2(SP(C3C=CC(OC)=CC=3)(=S)S2)=[S:36])=CC=1.O=P(Cl)(Cl)Cl. (3) Given the product [CH:2]1([C:4]2[NH:15][C:10]3[CH:11]=[CH:12][CH:13]=[CH:14][C:9]=3[N:16]=2)[CH2:3][CH2:1]1, predict the reactants needed to synthesize it. The reactants are: [CH2:1]1[CH2:3][CH:2]1[C:4](O)=O.Cl.Cl.[C:9]1([NH2:16])[CH:14]=[CH:13][CH:12]=[CH:11][C:10]=1[NH2:15].[OH-].[Na+].